The task is: Predict the product of the given reaction.. This data is from Forward reaction prediction with 1.9M reactions from USPTO patents (1976-2016). (1) Given the reactants [F:1][C:2]([F:31])([F:30])[C:3]1[CH:4]=[C:5]([NH:13][C:14](SC)=[C:15]([S:18]([C:21]2[CH:26]=[CH:25][C:24]([Cl:27])=[CH:23][CH:22]=2)(=[O:20])=[O:19])[C:16]#[N:17])[CH:6]=[C:7]([C:9]([F:12])([F:11])[F:10])[CH:8]=1.[CH3:32][C@@H:33]([NH2:38])[C:34]([CH3:37])([CH3:36])[CH3:35], predict the reaction product. The product is: [F:10][C:9]([F:12])([F:11])[C:7]1[CH:6]=[C:5]([NH:13][C:14]([NH:38][C@H:33]([CH3:32])[C:34]([CH3:37])([CH3:36])[CH3:35])=[C:15]([S:18]([C:21]2[CH:26]=[CH:25][C:24]([Cl:27])=[CH:23][CH:22]=2)(=[O:19])=[O:20])[C:16]#[N:17])[CH:4]=[C:3]([C:2]([F:31])([F:1])[F:30])[CH:8]=1. (2) The product is: [C:59]([NH:58][CH2:57][CH2:56][C:50]1[CH:49]=[C:54]([CH3:55])[CH:53]=[CH:52][C:51]=1[O:33][CH2:32][CH2:31][O:30][CH:18]1[CH:17]([C:14]2[CH:15]=[CH:16][C:11]([O:10][CH2:9][CH2:8][CH2:7][O:6][CH2:5][C:4]3[CH:44]=[CH:45][CH:46]=[CH:47][C:3]=3[O:2][CH3:1])=[CH:12][CH:13]=2)[CH2:22][CH2:21][N:20]([C:23]([O:25][C:26]([CH3:29])([CH3:28])[CH3:27])=[O:24])[CH2:19]1)(=[O:61])[CH3:60]. Given the reactants [CH3:1][O:2][C:3]1[CH:47]=[CH:46][CH:45]=[CH:44][C:4]=1[CH2:5][O:6][CH2:7][CH2:8][CH2:9][O:10][C:11]1[CH:16]=[CH:15][C:14]([CH:17]2[CH2:22][CH2:21][N:20]([C:23]([O:25][C:26]([CH3:29])([CH3:28])[CH3:27])=[O:24])[CH2:19][CH:18]2[O:30][CH2:31][CH2:32][O:33]S(C2C=CC(C)=CC=2)(=O)=O)=[CH:13][CH:12]=1.O[C:49]1[C:54]([CH3:55])=[CH:53][CH:52]=[CH:51][C:50]=1[CH2:56][CH2:57][NH:58][C:59](=[O:61])[CH3:60], predict the reaction product. (3) Given the reactants [CH3:1][S:2]([O:5][CH2:6][C:7]1([C:22]2[CH:27]=[CH:26][CH:25]=[CH:24][CH:23]=2)[CH2:13][CH:12]2[N:14]([C:15]([O:17][C:18]([CH3:21])([CH3:20])[CH3:19])=[O:16])[CH:9]([CH2:10][CH2:11]2)[CH2:8]1)(=[O:4])=[O:3], predict the reaction product. The product is: [CH:22]1([C:7]2([CH2:6][O:5][S:2]([CH3:1])(=[O:4])=[O:3])[CH2:13][CH:12]3[N:14]([C:15]([O:17][C:18]([CH3:21])([CH3:20])[CH3:19])=[O:16])[CH:9]([CH2:10][CH2:11]3)[CH2:8]2)[CH2:23][CH2:24][CH2:25][CH2:26][CH2:27]1. (4) Given the reactants [C:1]([C:3]1[CH:4]=[C:5]([S:9](Cl)(=[O:11])=[O:10])[CH:6]=[CH:7][CH:8]=1)#[N:2].[NH2:13][CH2:14][CH2:15][CH2:16][NH:17][C:18]1[CH:23]=[C:22]([C:24]2[CH:29]=[CH:28][CH:27]=[C:26]([CH3:30])[C:25]=2[CH3:31])[N:21]=[C:20]([NH2:32])[N:19]=1, predict the reaction product. The product is: [NH2:32][C:20]1[N:19]=[C:18]([NH:17][CH2:16][CH2:15][CH2:14][NH:13][S:9]([C:5]2[CH:6]=[CH:7][CH:8]=[C:3]([C:1]#[N:2])[CH:4]=2)(=[O:11])=[O:10])[CH:23]=[C:22]([C:24]2[CH:29]=[CH:28][CH:27]=[C:26]([CH3:30])[C:25]=2[CH3:31])[N:21]=1. (5) Given the reactants [C:1]([O:5][C:6](=[O:30])[CH2:7][O:8][C:9]1[CH:14]=[CH:13][C:12]([Cl:15])=[CH:11][C:10]=1[C:16]#[C:17][C:18]1[CH:23]=[CH:22][CH:21]=[C:20]([S:24](CCC)(=[O:26])=[O:25])[CH:19]=1)([CH3:4])([CH3:3])[CH3:2].[C:31](OC(=O)COC1C=CC(Cl)=CC=1C#C)(C)(C)C.[CH2:49]([N:51]([CH2:62][CH3:63])S(C1C=CC=C(Br)C=1)(=O)=O)[CH3:50], predict the reaction product. The product is: [C:1]([O:5][C:6](=[O:30])[CH2:7][O:8][C:9]1[CH:14]=[CH:13][C:12]([Cl:15])=[CH:11][C:10]=1[C:16]#[C:17][C:18]1[CH:19]=[C:20]([S:24]([N:51]([CH2:62][CH3:63])[CH2:49][CH3:50])(=[O:26])=[O:25])[CH:21]=[CH:22][C:23]=1[CH3:31])([CH3:2])([CH3:4])[CH3:3]. (6) Given the reactants C([O:8][C:9](=[O:44])[CH2:10][C@@H:11]([C:25]1[CH:29]=[CH:28][N:27]([C:30]2[CH:35]=[CH:34][C:33]([C:36]3[CH:41]=[CH:40][C:39]([C:42]#[N:43])=[CH:38][CH:37]=3)=[CH:32][CH:31]=2)[CH:26]=1)[C:12]([NH:14][C@H:15]([C:20]1[NH:21][CH:22]=[CH:23][N:24]=1)[CH2:16][CH:17]([CH3:19])[CH3:18])=[O:13])C1C=CC=CC=1, predict the reaction product. The product is: [C:42]([C:39]1[CH:40]=[CH:41][C:36]([C:33]2[CH:32]=[CH:31][C:30]([N:27]3[CH:28]=[CH:29][C:25]([C@@H:11]([C:12]([NH:14][C@H:15]([C:20]4[NH:24][CH:23]=[CH:22][N:21]=4)[CH2:16][CH:17]([CH3:19])[CH3:18])=[O:13])[CH2:10][C:9]([OH:44])=[O:8])=[CH:26]3)=[CH:35][CH:34]=2)=[CH:37][CH:38]=1)#[N:43]. (7) Given the reactants [O:1]1[C:6]2[CH:7]=[CH:8][CH:9]=[CH:10][C:5]=2[NH:4][C:3](=[O:11])[CH2:2]1.Br[CH2:13][CH:14]=[CH2:15], predict the reaction product. The product is: [CH2:15]([N:4]1[C:5]2[CH:10]=[CH:9][CH:8]=[CH:7][C:6]=2[O:1][CH2:2][C:3]1=[O:11])[CH:14]=[CH2:13]. (8) Given the reactants [CH3:1][O:2][CH2:3][CH2:4][O:5][C:6]1[CH:7]=[C:8]2[C:13](=[CH:14][C:15]=1[O:16][CH2:17][CH2:18][O:19][CH3:20])[N:12]=[CH:11][N:10]=[C:9]2[O:21][C:22]1[CH:23]=[C:24]([NH:28][C:29]([NH:31][C:32]2[CH:36]=[C:35]([C:37]([CH3:40])([CH3:39])[CH3:38])[O:34][N:33]=2)=[O:30])[CH:25]=[CH:26][CH:27]=1.[ClH:41].CCOCC, predict the reaction product. The product is: [ClH:41].[CH3:1][O:2][CH2:3][CH2:4][O:5][C:6]1[CH:7]=[C:8]2[C:13](=[CH:14][C:15]=1[O:16][CH2:17][CH2:18][O:19][CH3:20])[N:12]=[CH:11][N:10]=[C:9]2[O:21][C:22]1[CH:23]=[C:24]([NH:28][C:29]([NH:31][C:32]2[CH:36]=[C:35]([C:37]([CH3:40])([CH3:39])[CH3:38])[O:34][N:33]=2)=[O:30])[CH:25]=[CH:26][CH:27]=1.